This data is from Reaction yield outcomes from USPTO patents with 853,638 reactions. The task is: Predict the reaction yield, written as a fraction of the theoretical maximum amount of product (1.0 means a 100% yield; for example, 0.34 means a 34% yield). (1) No catalyst specified. The product is [F:17][C:14]1[CH:15]=[CH:16][C:11]([C:7]2[C:6]([C:4]([OH:5])=[O:3])=[CH:10][O:9][N:8]=2)=[N:12][CH:13]=1. The yield is 0.670. The reactants are C([O:3][C:4]([C:6]1[C:7]([C:11]2[CH:16]=[CH:15][C:14]([F:17])=[CH:13][N:12]=2)=[N:8][O:9][CH:10]=1)=[O:5])C.C(OC(C1C(C2C=CC=CN=2)=NOC=1)=O)C. (2) The reactants are [CH3:1][C@@H:2]1[NH:7][CH2:6][CH2:5][N:4]([C:8]([O:10][C:11]([CH3:14])([CH3:13])[CH3:12])=[O:9])[CH2:3]1.C=O.[CH:17](O)=O. The catalyst is CO. The product is [CH3:1][C@@H:2]1[N:7]([CH3:17])[CH2:6][CH2:5][N:4]([C:8]([O:10][C:11]([CH3:13])([CH3:12])[CH3:14])=[O:9])[CH2:3]1. The yield is 1.00. (3) The reactants are [N:1]1[C:10]2[C:5](=[CH:6][CH:7]=[CH:8][CH:9]=2)[CH:4]=[C:3](/[CH:11]=[CH:12]\[CH2:13][OH:14])[CH:2]=1.[C:15]([O:22]C(OC(C)(C)C)=O)([O:17][C:18]([CH3:21])([CH3:20])[CH3:19])=[O:16].[OH-].[Na+]. The catalyst is S([O-])(O)(=O)=O.C([N+](CCCC)(CCCC)CCCC)CCC.C1(C)C=CC=CC=1.O.CCCCCCC. The product is [N:1]1[C:10]2[C:5](=[CH:6][CH:7]=[CH:8][CH:9]=2)[CH:4]=[C:3](/[CH:11]=[CH:12]\[CH2:13][OH:14])[CH:2]=1.[C:18]([O:17][C:15](=[O:16])[O-:22])([CH3:21])([CH3:20])[CH3:19]. The yield is 0.883. (4) The reactants are [ClH:1].CO.[CH:4]1([NH:7][CH2:8][C@H:9]2[C@H:13]([OH:14])[CH2:12][N:11]([C:15]([O:17][CH2:18][C:19]3[CH:24]=[CH:23][CH:22]=[CH:21][CH:20]=3)=[O:16])[CH2:10]2)[CH2:6][CH2:5]1. The catalyst is C(OCC)(=O)C. The product is [ClH:1].[CH:4]1([NH:7][CH2:8][C@H:9]2[C@H:13]([OH:14])[CH2:12][N:11]([C:15]([O:17][CH2:18][C:19]3[CH:20]=[CH:21][CH:22]=[CH:23][CH:24]=3)=[O:16])[CH2:10]2)[CH2:6][CH2:5]1. The yield is 0.920. (5) The product is [F:27][C:24]([F:25])([F:26])[C:21]1[CH:20]=[CH:19][C:18]([CH2:17][O:16][CH2:15][CH2:14][CH:11]2[CH2:12][CH2:13][NH:8][CH2:9][CH2:10]2)=[CH:23][CH:22]=1. The reactants are C(OC([N:8]1[CH2:13][CH2:12][CH:11]([CH2:14][CH2:15][O:16][CH2:17][C:18]2[CH:23]=[CH:22][C:21]([C:24]([F:27])([F:26])[F:25])=[CH:20][CH:19]=2)[CH2:10][CH2:9]1)=O)(C)(C)C.Cl.CCOCC. The yield is 0.870. The catalyst is CO. (6) The reactants are [CH2:1]([O:8][C:9]1[CH:18]=[C:17]2[C:12]([C:13](Cl)=[CH:14][CH:15]=[N:16]2)=[CH:11][C:10]=1[O:20][CH3:21])[C:2]1[CH:7]=[CH:6][CH:5]=[CH:4][CH:3]=1.[F:22][C:23]1[CH:24]=[C:25]([NH:30][C:31](=[O:43])[C:32]([NH:34][CH2:35][CH2:36][C:37]2[CH:42]=[CH:41][CH:40]=[CH:39][CH:38]=2)=[O:33])[CH:26]=[CH:27][C:28]=1[OH:29]. The catalyst is CN(C1C=CN=CC=1)C.BrC1C=CC=CC=1. The product is [CH2:1]([O:8][C:9]1[CH:18]=[C:17]2[C:12]([C:13]([O:29][C:28]3[CH:27]=[CH:26][C:25]([NH:30][C:31](=[O:43])[C:32]([NH:34][CH2:35][CH2:36][C:37]4[CH:38]=[CH:39][CH:40]=[CH:41][CH:42]=4)=[O:33])=[CH:24][C:23]=3[F:22])=[CH:14][CH:15]=[N:16]2)=[CH:11][C:10]=1[O:20][CH3:21])[C:2]1[CH:7]=[CH:6][CH:5]=[CH:4][CH:3]=1. The yield is 0.610. (7) The reactants are [F:1][C:2]1[C:3]([NH:18][NH2:19])=[N:4][C:5]([O:8][CH2:9][C:10]2[CH:15]=[CH:14][CH:13]=[C:12]([O:16][CH3:17])[CH:11]=2)=[N:6][CH:7]=1.[S:20]1[CH:24]=[CH:23][CH:22]=[C:21]1[CH:25]=O.Cl. The catalyst is CCOCC.CCO. The product is [F:1][C:2]1[C:3]([NH:18]/[N:19]=[CH:25]/[C:21]2[S:20][CH:24]=[CH:23][CH:22]=2)=[N:4][C:5]([O:8][CH2:9][C:10]2[CH:15]=[CH:14][CH:13]=[C:12]([O:16][CH3:17])[CH:11]=2)=[N:6][CH:7]=1. The yield is 0.770. (8) The reactants are C([N-]C(C)C)(C)C.[Li+].[CH3:9][O:10][C:11](=[O:22])[CH2:12][C:13]1[CH:18]=[CH:17][CH:16]=[C:15]([N+:19]([O-:21])=[O:20])[CH:14]=1.I[CH2:24][CH:25]1[CH2:29][CH2:28][CH2:27][CH2:26]1. The catalyst is CN1CCCN(C)C1=O. The product is [CH3:9][O:10][C:11](=[O:22])[CH:12]([C:13]1[CH:18]=[CH:17][CH:16]=[C:15]([N+:19]([O-:21])=[O:20])[CH:14]=1)[CH2:24][CH:25]1[CH2:29][CH2:28][CH2:27][CH2:26]1. The yield is 0.468. (9) The reactants are [O:1]1[CH2:5][CH2:4][O:3][CH:2]1[CH2:6][CH2:7][N:8]([CH2:12][CH2:13][O:14][Si](C(C)(C)C)(C)C)[C:9](=[O:11])[CH3:10].[F-].C([N+](CCCC)(CCCC)CCCC)CCC. The catalyst is C1COCC1.O. The product is [O:1]1[CH2:5][CH2:4][O:3][CH:2]1[CH2:6][CH2:7][N:8]([CH2:12][CH2:13][OH:14])[C:9](=[O:11])[CH3:10]. The yield is 0.690. (10) The reactants are [NH2:1][S:2]([C:5]1[CH:13]=[CH:12][C:8]([C:9]([OH:11])=O)=[CH:7][CH:6]=1)(=[O:4])=[O:3].[CH3:14][O:15][C:16]1[CH:24]=[CH:23][C:22]([Cl:25])=[CH:21][C:17]=1[C:18](O)=[O:19].S(Cl)([Cl:28])=O. The catalyst is ClC1C=CC=CC=1. The product is [CH3:14][O:15][C:16]1[CH:24]=[CH:23][C:22]([Cl:25])=[CH:21][C:17]=1[C:18]([NH:1][S:2]([C:5]1[CH:6]=[CH:7][C:8]([C:9]([Cl:28])=[O:11])=[CH:12][CH:13]=1)(=[O:3])=[O:4])=[O:19]. The yield is 0.930.